From a dataset of Peptide-MHC class II binding affinity with 134,281 pairs from IEDB. Regression. Given a peptide amino acid sequence and an MHC pseudo amino acid sequence, predict their binding affinity value. This is MHC class II binding data. (1) The peptide sequence is AFKVAATAANAAP. The MHC is DRB1_0701 with pseudo-sequence DRB1_0701. The binding affinity (normalized) is 0.768. (2) The peptide sequence is SSNLSWLSLDVSAAF. The MHC is DRB1_0901 with pseudo-sequence DRB1_0901. The binding affinity (normalized) is 0.180. (3) The MHC is DRB1_0301 with pseudo-sequence DRB1_0301. The peptide sequence is VMELYADVVPKTAEN. The binding affinity (normalized) is 0.335. (4) The peptide sequence is IPLMYKGLPWNVVRI. The binding affinity (normalized) is 0.570. The MHC is DRB1_0401 with pseudo-sequence DRB1_0401. (5) The peptide sequence is ENEGDNACKRTYSDR. The MHC is DRB4_0101 with pseudo-sequence DRB4_0103. The binding affinity (normalized) is 0.0401. (6) The peptide sequence is INEPTAAAIAYGLDD. The MHC is HLA-DQA10501-DQB10301 with pseudo-sequence HLA-DQA10501-DQB10301. The binding affinity (normalized) is 0.846. (7) The peptide sequence is NLAPAMVAQPVISTM. The MHC is H-2-IAd with pseudo-sequence H-2-IAd. The binding affinity (normalized) is 0.451. (8) The peptide sequence is KLEHPVTGCGERTEGRCL. The MHC is DRB1_1501 with pseudo-sequence DRB1_1501. The binding affinity (normalized) is 0. (9) The peptide sequence is GTVANGVLQTFMRMA. The MHC is DRB1_1302 with pseudo-sequence DRB1_1302. The binding affinity (normalized) is 0.386. (10) The binding affinity (normalized) is 0.698. The peptide sequence is RVNNSYSLIRLSHNS. The MHC is DRB1_0404 with pseudo-sequence DRB1_0404.